From a dataset of Full USPTO retrosynthesis dataset with 1.9M reactions from patents (1976-2016). Predict the reactants needed to synthesize the given product. (1) Given the product [N:11]1[CH:12]=[CH:13][C:8]([C:7]2[C:2]([O:21][C:18]3[CH:19]=[CH:20][C:15]([NH2:14])=[CH:16][CH:17]=3)=[N:3][CH:4]=[CH:5][CH:6]=2)=[CH:9][CH:10]=1, predict the reactants needed to synthesize it. The reactants are: F[C:2]1[C:7]([C:8]2[CH:13]=[CH:12][N:11]=[CH:10][CH:9]=2)=[CH:6][CH:5]=[CH:4][N:3]=1.[NH2:14][C:15]1[CH:20]=[CH:19][C:18]([OH:21])=[CH:17][CH:16]=1.C(=O)([O-])[O-].[Cs+].[Cs+]. (2) Given the product [CH:2]1([C:5]2[C:6]([N:25]([C:30]3[CH:31]=[C:32]([F:50])[C:33]4[B:41]([OH:42])[O:45][CH2:36][C:34]=4[CH:35]=3)[S:26]([CH3:29])(=[O:27])=[O:28])=[CH:7][C:8]3[O:12][C:11]([C:13]4[CH:18]=[CH:17][C:16]([F:19])=[CH:15][CH:14]=4)=[C:10]([C:20]([NH:22][CH3:23])=[O:21])[C:9]=3[CH:24]=2)[CH2:4][CH2:3]1, predict the reactants needed to synthesize it. The reactants are: Cl.[CH:2]1([C:5]2[C:6]([N:25]([C:30]3[CH:35]=[C:34]([CH2:36]OCOC)[C:33]([B:41]4[O:45]C(C)(C)C(C)(C)[O:42]4)=[C:32]([F:50])[CH:31]=3)[S:26]([CH3:29])(=[O:28])=[O:27])=[CH:7][C:8]3[O:12][C:11]([C:13]4[CH:18]=[CH:17][C:16]([F:19])=[CH:15][CH:14]=4)=[C:10]([C:20]([NH:22][CH3:23])=[O:21])[C:9]=3[CH:24]=2)[CH2:4][CH2:3]1. (3) Given the product [CH2:21]([O:20][C:18](=[O:19])[C:17]([NH:1][C:2]1[CH:7]=[CH:6][C:5]([Cl:8])=[CH:4][N:3]=1)=[O:23])[CH3:22], predict the reactants needed to synthesize it. The reactants are: [NH2:1][C:2]1[CH:7]=[CH:6][C:5]([Cl:8])=[CH:4][N:3]=1.CCN(CC)CC.Cl[C:17](=[O:23])[C:18]([O:20][CH2:21][CH3:22])=[O:19]. (4) Given the product [OH:13][C@H:4]1[C@H:5]2[C@H:6]([O:7][C:8]([CH3:10])([CH3:11])[O:9]2)[O:12][C@H:3]1[C:2]([OH:15])=[O:1], predict the reactants needed to synthesize it. The reactants are: [OH:1][CH2:2][C@@H:3]1[O:12][C@H:6]2[O:7][C:8]([CH3:11])([CH3:10])[O:9][C@H:5]2[C@@H:4]1[OH:13].C(=O)(O)[O-:15].[Na+].[Br-].[Na+].ClN1C(=O)N(Cl)C(=O)N(Cl)C1=O. (5) Given the product [Cl:60][C:58]1[CH:57]=[CH:56][C:55]([F:61])=[C:54]([C:51]2[CH:50]=[CH:49][C:48]([CH2:47][C@@H:38]([NH:37][C:10]([C:8]3[O:7][N:6]=[C:5]([CH2:1][CH:2]([CH3:3])[CH3:4])[CH:9]=3)=[O:12])[CH2:39][C@:40]([CH2:45][OH:46])([CH3:44])[C:41]([OH:43])=[O:42])=[CH:53][CH:52]=2)[CH:59]=1, predict the reactants needed to synthesize it. The reactants are: [CH2:1]([C:5]1[CH:9]=[C:8]([C:10]([OH:12])=O)[O:7][N:6]=1)[CH:2]([CH3:4])[CH3:3].CN(C(ON1N=NC2C=CC=NC1=2)=[N+](C)C)C.F[P-](F)(F)(F)(F)F.[NH2:37][C@H:38]([CH2:47][C:48]1[CH:53]=[CH:52][C:51]([C:54]2[CH:59]=[C:58]([Cl:60])[CH:57]=[CH:56][C:55]=2[F:61])=[CH:50][CH:49]=1)[CH2:39][C@:40]([CH2:45][OH:46])([CH3:44])[C:41]([OH:43])=[O:42].CCN(C(C)C)C(C)C. (6) Given the product [Cl:1][C:2]1[CH:3]=[C:4]([CH:19]=[CH:20][CH:21]=1)[C:5]([NH:7][N:8]=[C:9]([C:13]1[CH:14]=[CH:15][CH:16]=[CH:17][CH:18]=1)[CH:10]=[N:11][O:12][CH2:23][CH2:24][CH:25]([CH3:27])[CH3:26])=[O:6], predict the reactants needed to synthesize it. The reactants are: [Cl:1][C:2]1[CH:3]=[C:4]([CH:19]=[CH:20][CH:21]=1)[C:5]([NH:7][N:8]=[C:9]([C:13]1[CH:18]=[CH:17][CH:16]=[CH:15][CH:14]=1)[CH:10]=[N:11][OH:12])=[O:6].Br[CH2:23][CH2:24][CH:25]([CH3:27])[CH3:26].